From a dataset of Catalyst prediction with 721,799 reactions and 888 catalyst types from USPTO. Predict which catalyst facilitates the given reaction. (1) Reactant: [F:1][C:2]1[CH:3]=[C:4]([C:8]2[C:17]3[C:12](=[CH:13][C:14]([CH2:18][N:19]4[CH:23]=[C:22]([C:24]([OH:32])([C:28]([F:31])([F:30])[F:29])[CH2:25][CH:26]=[CH2:27])[N:21]=[N:20]4)=[CH:15][CH:16]=3)[O:11][C:10](=[O:33])[CH:9]=2)[CH:5]=[CH:6][CH:7]=1. Product: [F:1][C:2]1[CH:3]=[C:4]([C:8]2[C:17]3[C:12](=[CH:13][C:14]([CH2:18][N:19]4[CH:23]=[C:22]([C:24]([OH:32])([C:28]([F:30])([F:31])[F:29])[CH2:25][CH2:26][CH3:27])[N:21]=[N:20]4)=[CH:15][CH:16]=3)[O:11][C:10](=[O:33])[CH:9]=2)[CH:5]=[CH:6][CH:7]=1. The catalyst class is: 99. (2) Reactant: [I:1][C:2]1[CH:3]=[N:4][NH:5][CH:6]=1.CS(O[CH:12]1[CH2:17][CH2:16][S:15](=[O:19])(=[O:18])[CH2:14][CH2:13]1)(=O)=O.C(=O)([O-])[O-].[Cs+].[Cs+].CC(C)([O-])C.[K+]. Product: [I:1][C:2]1[CH:3]=[N:4][N:5]([CH:12]2[CH2:17][CH2:16][S:15](=[O:19])(=[O:18])[CH2:14][CH2:13]2)[CH:6]=1. The catalyst class is: 18.